The task is: Predict the reactants needed to synthesize the given product.. This data is from Full USPTO retrosynthesis dataset with 1.9M reactions from patents (1976-2016). (1) Given the product [CH2:12]([O:11][C:9]1[CH:10]=[C:2]2[C:3]([C:4](=[O:5])[NH:6][CH:21]=[N:1]2)=[CH:7][C:8]=1[O:19][CH3:20])[C:13]1[CH:14]=[CH:15][CH:16]=[CH:17][CH:18]=1, predict the reactants needed to synthesize it. The reactants are: [NH2:1][C:2]1[CH:10]=[C:9]([O:11][CH2:12][C:13]2[CH:18]=[CH:17][CH:16]=[CH:15][CH:14]=2)[C:8]([O:19][CH3:20])=[CH:7][C:3]=1[C:4]([NH2:6])=[O:5].[CH3:21]N(C=NC=[N+](C)C)C.[Cl-].C([O-])(=O)C.[Na+].CC(OCC1C2C(=CC=CC=2)C(COC(C)=O)=C2C=1C=CC=C2)=O. (2) The reactants are: [CH3:1][O:2][C:3](=[O:21])[C@@H:4]([NH:13][C:14]([O:16][C:17]([CH3:20])([CH3:19])[CH3:18])=[O:15])[CH2:5][C:6]1[CH:11]=[CH:10][C:9]([OH:12])=[CH:8][CH:7]=1.[C:22]([C:26]1[CH:33]=[CH:32][C:29]([CH2:30]Br)=[CH:28][CH:27]=1)([CH3:25])([CH3:24])[CH3:23].C([O-])([O-])=O.[K+].[K+]. Given the product [CH3:1][O:2][C:3](=[O:21])[C@@H:4]([NH:13][C:14]([O:16][C:17]([CH3:18])([CH3:20])[CH3:19])=[O:15])[CH2:5][C:6]1[CH:11]=[CH:10][C:9]([O:12][CH2:30][C:29]2[CH:32]=[CH:33][C:26]([C:22]([CH3:25])([CH3:24])[CH3:23])=[CH:27][CH:28]=2)=[CH:8][CH:7]=1, predict the reactants needed to synthesize it. (3) Given the product [Cl:9][C:10]1[CH:15]=[CH:14][C:13]([CH:4]2[CH2:5][C:6](=[O:7])[N:2]([O:1][CH3:18])[C:3]2=[O:8])=[CH:12][N:11]=1, predict the reactants needed to synthesize it. The reactants are: [OH:1][N:2]1[C:6](=[O:7])[CH2:5][CH2:4][C:3]1=[O:8].[Cl:9][C:10]1[CH:15]=[CH:14][C:13](CCl)=[CH:12][N:11]=1.[CH3:18]N(C=O)C.C([O-])([O-])=O.[K+].[K+]. (4) Given the product [CH2:3]([O:4][C:15]1[CH:16]=[CH:17][CH:18]=[C:11]([N+:8]([O-:10])=[O:9])[C:12]=1[C:13]#[N:14])[CH:2]([CH3:5])[CH3:1], predict the reactants needed to synthesize it. The reactants are: [CH3:1][CH:2]([CH3:5])[CH2:3][OH:4].[H-].[Na+].[N+:8]([C:11]1[CH:18]=[CH:17][CH:16]=[C:15]([N+]([O-])=O)[C:12]=1[C:13]#[N:14])([O-:10])=[O:9]. (5) Given the product [NH:1]1[C:9]2[C:4](=[CH:5][CH:6]=[CH:7][CH:8]=2)[C:3]([CH2:10][N:11]2[CH2:16][CH2:15][CH2:14][C:13]3([CH2:21][CH2:20][N:19]([C:24]4[S:25][C:26]5[CH:32]=[CH:31][CH:30]=[CH:29][C:27]=5[N:28]=4)[CH2:18][CH2:17]3)[C:12]2=[O:22])=[CH:2]1, predict the reactants needed to synthesize it. The reactants are: [NH:1]1[C:9]2[C:4](=[CH:5][CH:6]=[CH:7][CH:8]=2)[C:3]([CH2:10][N:11]2[CH2:16][CH2:15][CH2:14][C:13]3([CH2:21][CH2:20][NH:19][CH2:18][CH2:17]3)[C:12]2=[O:22])=[CH:2]1.Br[C:24]1[S:25][C:26]2[CH:32]=[CH:31][CH:30]=[CH:29][C:27]=2[N:28]=1.CCN(C(C)C)C(C)C. (6) Given the product [NH:38]1[CH:37]=[C:36]([C:2]2[S:6][C:5]([C:7]([N:9]3[CH:13]([C:14]4[CH:19]=[CH:18][CH:17]=[CH:16][C:15]=4[OH:20])[CH2:12][C:11]([C:21]4[CH:22]=[N:23][CH:24]=[CH:25][CH:26]=4)=[N:10]3)=[O:8])=[CH:4][CH:3]=2)[CH:40]=[N:39]1, predict the reactants needed to synthesize it. The reactants are: Br[C:2]1[S:6][C:5]([C:7]([N:9]2[CH:13]([C:14]3[CH:19]=[CH:18][CH:17]=[CH:16][C:15]=3[OH:20])[CH2:12][C:11]([C:21]3[CH:22]=[N:23][CH:24]=[CH:25][CH:26]=3)=[N:10]2)=[O:8])=[CH:4][CH:3]=1.O.CC1(C)C(C)(C)OB([C:36]2[CH:37]=[N:38][NH:39][CH:40]=2)O1.C(=O)([O-])[O-].[Cs+].[Cs+]. (7) Given the product [CH3:1][O:2][C:3]1[CH:4]=[CH:5][C:6]([CH2:7][NH:8][C:9]2[N:14]=[C:13]([CH2:15][CH2:16][CH2:17][CH2:18][CH:19]([OH:28])[CH:20]=[CH:21][C:22]3[CH:27]=[CH:26][N:25]=[CH:24][N:23]=3)[CH:12]=[CH:11][CH:10]=2)=[CH:29][CH:30]=1, predict the reactants needed to synthesize it. The reactants are: [CH3:1][O:2][C:3]1[CH:30]=[CH:29][C:6]([CH2:7][NH:8][C:9]2[N:14]=[C:13]([CH2:15][CH2:16][CH2:17][CH2:18][C:19](=[O:28])[CH:20]=[CH:21][C:22]3[CH:27]=[CH:26][N:25]=[CH:24][N:23]=3)[CH:12]=[CH:11][CH:10]=2)=[CH:5][CH:4]=1.[BH4-].[Na+].